The task is: Predict the reaction yield, written as a fraction of the theoretical maximum amount of product (1.0 means a 100% yield; for example, 0.34 means a 34% yield).. This data is from Reaction yield outcomes from USPTO patents with 853,638 reactions. (1) The reactants are CC1(C)OB([C:7]2[CH:8]=[N:9][N:10](C(OC(C)(C)C)=O)[CH:11]=2)OC1(C)C.Br[C:23]1[C:24]([O:38][CH:39]2[CH2:42][CH2:41][CH2:40]2)=[C:25]2[C:30](=[CH:31][CH:32]=1)[N:29]([C:33]([O:35][CH3:36])=[O:34])[C@@H:28]([CH3:37])[CH2:27][CH2:26]2.C(=O)([O-])[O-].[Na+].[Na+].O1CCOCC1. The catalyst is C1C=CC(P(C2C=CC=CC=2)[C-]2C=CC=C2)=CC=1.C1C=CC(P(C2C=CC=CC=2)[C-]2C=CC=C2)=CC=1.Cl[Pd]Cl.[Fe+2].O. The product is [CH:39]1([O:38][C:24]2[C:23]([C:7]3[CH:11]=[N:10][NH:9][CH:8]=3)=[CH:32][CH:31]=[C:30]3[C:25]=2[CH2:26][CH2:27][C@H:28]([CH3:37])[N:29]3[C:33]([O:35][CH3:36])=[O:34])[CH2:40][CH2:41][CH2:42]1. The yield is 0.520. (2) The product is [Cl:1][C:2]1[CH:23]=[C:22]([C:24]([F:27])([F:25])[F:26])[CH:21]=[CH:20][C:3]=1[CH2:4][N:5]1[C:9](/[CH:10]=[CH:11]/[C:12]([NH:36][S:33]([CH2:28][CH2:29][CH2:30][CH2:31][CH3:32])(=[O:35])=[O:34])=[O:13])=[CH:8][C:7]([O:15][CH2:16][CH2:17][O:18][CH3:19])=[N:6]1. The catalyst is CN(C)C=O.O. The reactants are [Cl:1][C:2]1[CH:23]=[C:22]([C:24]([F:27])([F:26])[F:25])[CH:21]=[CH:20][C:3]=1[CH2:4][N:5]1[C:9](/[CH:10]=[CH:11]/[C:12](O)=[O:13])=[CH:8][C:7]([O:15][CH2:16][CH2:17][O:18][CH3:19])=[N:6]1.[CH2:28]([S:33]([NH2:36])(=[O:35])=[O:34])[CH2:29][CH2:30][CH2:31][CH3:32].N12CCCN=C1CCCCC2.Cl. The yield is 0.520. (3) The reactants are [Cl:1][C:2]1[CH:9]=[C:8]([OH:10])[CH:7]=[C:6]([Cl:11])[C:3]=1[CH:4]=O.[NH:12]1[CH2:17][CH2:16][CH2:15][CH2:14][CH2:13]1.C(O[BH-](OC(=O)C)OC(=O)C)(=O)C.[Na+]. The catalyst is C(Cl)Cl. The product is [Cl:1][C:2]1[CH:9]=[C:8]([OH:10])[CH:7]=[C:6]([Cl:11])[C:3]=1[CH2:4][N:12]1[CH2:17][CH2:16][CH2:15][CH2:14][CH2:13]1. The yield is 0.800. (4) The yield is 0.340. The reactants are [Br:1][C:2]1[CH:3]=[CH:4][C:5]([O:15][CH2:16][C:17]2[CH:22]=[CH:21][C:20]([F:23])=[CH:19][CH:18]=2)=[C:6]([C:8](=O)[CH2:9][CH2:10][C:11](=O)[CH3:12])[CH:7]=1.[NH2:24][C:25]1[CH:26]=[CH:27][C:28]([CH3:34])=[C:29]([CH:33]=1)[C:30]([OH:32])=[O:31].CC1C=CC(S(O)(=O)=O)=CC=1. The product is [Br:1][C:2]1[CH:3]=[CH:4][C:5]([O:15][CH2:16][C:17]2[CH:22]=[CH:21][C:20]([F:23])=[CH:19][CH:18]=2)=[C:6]([C:8]2[N:24]([C:25]3[CH:33]=[C:29]([C:28]([CH3:34])=[CH:27][CH:26]=3)[C:30]([OH:32])=[O:31])[C:11]([CH3:12])=[CH:10][CH:9]=2)[CH:7]=1. The catalyst is CN1C(=O)CCC1.CCOC(C)=O. (5) The reactants are [Cl:1][C:2]1[CH:33]=[CH:32][CH:31]=[CH:30][C:3]=1[CH2:4][N:5]([CH3:29])[C:6]([C:8]1[N:9]=[N:10][N:11]([CH2:14][C:15]2[CH:20]=[C:19]([C:21]([F:24])([F:23])[F:22])[CH:18]=[C:17]([C:25]([F:28])([F:27])[F:26])[CH:16]=2)[C:12]=1Cl)=[O:7].[NH:34]1[CH2:39][CH2:38][CH2:37][CH2:36][CH2:35]1. The catalyst is CCOC(C)=O. The product is [Cl:1][C:2]1[CH:33]=[CH:32][CH:31]=[CH:30][C:3]=1[CH2:4][N:5]([CH3:29])[C:6]([C:8]1[N:9]=[N:10][N:11]([CH2:14][C:15]2[CH:16]=[C:17]([C:25]([F:26])([F:27])[F:28])[CH:18]=[C:19]([C:21]([F:22])([F:23])[F:24])[CH:20]=2)[C:12]=1[N:34]1[CH2:39][CH2:38][CH2:37][CH2:36][CH2:35]1)=[O:7]. The yield is 1.00. (6) The reactants are [C:1](=[O:16])([O:14][CH3:15])[O:2][C:3]1[CH:8]=[C:7]([N+:9]([O-])=O)[C:6]([F:12])=[CH:5][C:4]=1[Cl:13]. The catalyst is CO.[OH-].[OH-].[Pd+2]. The product is [ClH:13].[C:1](=[O:16])([O:14][CH3:15])[O:2][C:3]1[CH:4]=[CH:5][C:6]([F:12])=[C:7]([NH2:9])[CH:8]=1. The yield is 0.860. (7) The reactants are C([O-])(=O)C.[O:5]=[C:6]1[C@@H:9]([NH3+:10])[CH2:8][NH:7]1.CCN(C(C)C)C(C)C.[CH2:20]([O:31][C:32](N1C=CC=CC1=O)=[O:33])[CH2:21][CH2:22][CH2:23][CH2:24][CH2:25][CH2:26][CH2:27][CH2:28][C:29]#[CH:30]. The catalyst is C(Cl)Cl. The product is [CH2:20]([O:31][C:32](=[O:33])[NH:10][C@H:9]1[CH2:8][NH:7][C:6]1=[O:5])[CH2:21][CH2:22][CH2:23][CH2:24][CH2:25][CH2:26][CH2:27][CH2:28][C:29]#[CH:30]. The yield is 0.350.